From a dataset of Peptide-MHC class II binding affinity with 134,281 pairs from IEDB. Regression. Given a peptide amino acid sequence and an MHC pseudo amino acid sequence, predict their binding affinity value. This is MHC class II binding data. (1) The peptide sequence is PVIVADDLTAAINKG. The MHC is DRB1_1501 with pseudo-sequence DRB1_1501. The binding affinity (normalized) is 0. (2) The peptide sequence is NTFTNLAVQLVRMMEGEGV. The MHC is DRB1_0101 with pseudo-sequence DRB1_0101. The binding affinity (normalized) is 0.621. (3) The peptide sequence is DDCVVRPIDDRFGLA. The MHC is HLA-DQA10601-DQB10402 with pseudo-sequence HLA-DQA10601-DQB10402. The binding affinity (normalized) is 0.279.